Regression. Given a peptide amino acid sequence and an MHC pseudo amino acid sequence, predict their binding affinity value. This is MHC class I binding data. From a dataset of Peptide-MHC class I binding affinity with 185,985 pairs from IEDB/IMGT. (1) The peptide sequence is QASQEVKNW. The MHC is HLA-A33:01 with pseudo-sequence HLA-A33:01. The binding affinity (normalized) is 0. (2) The peptide sequence is PLHILASNKK. The MHC is HLA-A11:01 with pseudo-sequence HLA-A11:01. The binding affinity (normalized) is 0.248. (3) The peptide sequence is KTHIHIFSF. The MHC is HLA-A24:02 with pseudo-sequence HLA-A24:02. The binding affinity (normalized) is 0.588.